Dataset: Full USPTO retrosynthesis dataset with 1.9M reactions from patents (1976-2016). Task: Predict the reactants needed to synthesize the given product. (1) Given the product [CH3:14][C:13]1[NH:15][C:4]2[C:5]([CH:12]=1)=[CH:6][CH:7]=[CH:8][C:9]=2[O:10][CH3:11], predict the reactants needed to synthesize it. The reactants are: [N+]([C:4]1[C:9]([O:10][CH3:11])=[CH:8][CH:7]=[CH:6][C:5]=1[CH:12]=[C:13]([N+:15]([O-])=O)[CH3:14])([O-])=O.CCOC(C)=O.C(O)(=O)C. (2) Given the product [CH2:16]([O:15][C:13]([C:12]1[N:11]2[C:7]([S:8][CH:9]=[CH:10]2)=[N:6][CH:5]=1)=[O:14])[CH3:17], predict the reactants needed to synthesize it. The reactants are: [Br-].CN([CH:5]=[N:6][C:7]1[S:8][CH:9]=[CH:10][N+:11]=1[CH2:12][C:13]([O:15][CH2:16][CH3:17])=[O:14])C.C1CCN2C(=NCCC2)CC1. (3) Given the product [F:27][C:24]1[CH:25]=[CH:26][C:21]([NH:20][C:18](=[O:19])[NH:17][C:14]2[CH:13]=[CH:12][C:11]([C:8]3[CH:7]=[C:6]([C:4]([OH:5])=[O:3])[O:10][N:9]=3)=[CH:16][CH:15]=2)=[CH:22][CH:23]=1, predict the reactants needed to synthesize it. The reactants are: C([O:3][C:4]([C:6]1[O:10][N:9]=[C:8]([C:11]2[CH:16]=[CH:15][C:14]([NH:17][C:18]([NH:20][C:21]3[CH:26]=[CH:25][C:24]([F:27])=[CH:23][CH:22]=3)=[O:19])=[CH:13][CH:12]=2)[CH:7]=1)=[O:5])C.[K+].[Br-]. (4) The reactants are: C([Mg]Cl)(C)C.[CH3:6][C:7]1[CH:16]=[CH:15][C:10]([C:11](OC)=[O:12])=[CH:9][C:8]=1[N:17]1[CH:22]=[CH:21][N:20]=[C:19]([NH:23][C@@H:24]([C:33]2[C:42]3[C:37](=[CH:38][CH:39]=[CH:40][CH:41]=3)[CH:36]=[CH:35][CH:34]=2)[C@@H:25]([CH3:32])[CH2:26][N:27]2[CH2:31][CH2:30][CH2:29][CH2:28]2)[C:18]1=[O:43].Cl.[CH3:45][O:46][NH2:47]. Given the product [CH3:45][O:46][NH:47][C:11](=[O:12])[C:10]1[CH:15]=[CH:16][C:7]([CH3:6])=[C:8]([N:17]2[CH:22]=[CH:21][N:20]=[C:19]([NH:23][C@@H:24]([C:33]3[C:42]4[C:37](=[CH:38][CH:39]=[CH:40][CH:41]=4)[CH:36]=[CH:35][CH:34]=3)[C@@H:25]([CH3:32])[CH2:26][N:27]3[CH2:31][CH2:30][CH2:29][CH2:28]3)[C:18]2=[O:43])[CH:9]=1, predict the reactants needed to synthesize it. (5) The reactants are: [C:1](=[O:4])([O-:3])[O-:2].[Na+:5].[Na+].[O-][Si]([O-])=O.[Na+].[Na+].[OH:13][OH:14].S([O-])([O-])(=O)=O.[Mg+2]. Given the product [C:1]([O-:4])([O-:3])=[O:2].[C:1]([O-:4])([O-:3])=[O:2].[OH:13][OH:14].[OH:13][OH:14].[OH:13][OH:14].[Na+:5].[Na+:5].[Na+:5].[Na+:5], predict the reactants needed to synthesize it. (6) Given the product [Cl:1][C:2]1[CH:3]=[CH:4][C:5]([C:8]([C:10]2[N:14]([CH3:15])[CH:13]=[N:12][CH:11]=2)=[O:9])=[CH:6][CH:7]=1, predict the reactants needed to synthesize it. The reactants are: [Cl:1][C:2]1[CH:7]=[CH:6][C:5]([CH:8]([C:10]2[N:14]([CH3:15])[CH:13]=[N:12][CH:11]=2)[OH:9])=[CH:4][CH:3]=1.C(Cl)Cl. (7) Given the product [Br:1][C:2]1[CH:3]=[CH:4][C:5]([S:8]([N:11]([C:12]([CH3:15])([CH3:14])[CH3:13])[CH3:16])(=[O:10])=[O:9])=[CH:6][CH:7]=1, predict the reactants needed to synthesize it. The reactants are: [Br:1][C:2]1[CH:7]=[CH:6][C:5]([S:8]([N-:11][C:12]([CH3:15])([CH3:14])[CH3:13])(=[O:10])=[O:9])=[CH:4][CH:3]=1.[C:16](=O)([O-])[O-].[K+].[K+].IC.O. (8) Given the product [ClH:45].[ClH:45].[Cl:46][C:41]1[CH:40]=[C:39]([C@H:17]2[C@H:16]([N:15]([CH3:47])[C:13](=[O:14])[C:5]3[CH:6]=[C:7]([C:9]([F:12])([F:11])[F:10])[CH:8]=[C:3]([C:2]([F:49])([F:48])[F:1])[CH:4]=3)[CH2:21][CH2:20][N:19]([C:22](=[O:38])[CH2:23][NH:24][CH:25]3[CH2:26][CH2:27][NH:28][CH2:29][CH2:30]3)[CH2:18]2)[CH:44]=[CH:43][C:42]=1[Cl:45], predict the reactants needed to synthesize it. The reactants are: [F:1][C:2]([F:49])([F:48])[C:3]1[CH:4]=[C:5]([C:13]([N:15]([CH3:47])[C@@H:16]2[CH2:21][CH2:20][N:19]([C:22](=[O:38])[CH2:23][NH:24][CH:25]3[CH2:30][CH2:29][N:28](C(OC(C)(C)C)=O)[CH2:27][CH2:26]3)[CH2:18][C@H:17]2[C:39]2[CH:44]=[CH:43][C:42]([Cl:45])=[C:41]([Cl:46])[CH:40]=2)=[O:14])[CH:6]=[C:7]([C:9]([F:12])([F:11])[F:10])[CH:8]=1. (9) Given the product [F:17][C:18]1[CH:19]=[CH:20][C:21]([N:24]2[CH:28]=[CH:27][C:26]([O:29][CH2:2][C:3]3[C:8]([Br:9])=[CH:7][CH:6]=[CH:5][C:4]=3[N:10]3[C:14](=[O:15])[N:13]([CH3:16])[N:12]=[N:11]3)=[N:25]2)=[CH:22][CH:23]=1, predict the reactants needed to synthesize it. The reactants are: Br[CH2:2][C:3]1[C:8]([Br:9])=[CH:7][CH:6]=[CH:5][C:4]=1[N:10]1[C:14](=[O:15])[N:13]([CH3:16])[N:12]=[N:11]1.[F:17][C:18]1[CH:23]=[CH:22][C:21]([N:24]2[CH:28]=[CH:27][C:26]([OH:29])=[N:25]2)=[CH:20][CH:19]=1.C(=O)([O-])[O-].[K+].[K+].C(#N)C.